Dataset: Forward reaction prediction with 1.9M reactions from USPTO patents (1976-2016). Task: Predict the product of the given reaction. Given the reactants [Br:1][C:2]1[CH:3]=[C:4]([CH:10]([C:12]2[CH:17]=[CH:16][C:15]([C:18]#[C:19][Si:20]([CH:27]([CH3:29])[CH3:28])([CH:24]([CH3:26])[CH3:25])[CH:21]([CH3:23])[CH3:22])=[CH:14][CH:13]=2)O)[CH:5]=[CH:6][C:7]=1[O:8][CH3:9].C([SiH](CC)CC)C.FC(F)(F)C(O)=O, predict the reaction product. The product is: [Br:1][C:2]1[CH:3]=[C:4]([CH:5]=[CH:6][C:7]=1[O:8][CH3:9])[CH2:10][C:12]1[CH:13]=[CH:14][C:15]([C:18]#[C:19][Si:20]([CH:27]([CH3:28])[CH3:29])([CH:24]([CH3:26])[CH3:25])[CH:21]([CH3:22])[CH3:23])=[CH:16][CH:17]=1.